The task is: Predict the product of the given reaction.. This data is from Forward reaction prediction with 1.9M reactions from USPTO patents (1976-2016). (1) Given the reactants [F:1][C:2]([F:54])([F:53])[C:3]1[CH:4]=[C:5]([C:13]([CH3:52])([CH3:51])[C:14]([N:16]([C:18]2[CH:19]=[N:20][C:21]([N:32]3[C@H:41]([CH2:42][O:43][Si](C(C)(C)C)(C)C)[CH2:40][N:39]4[C@H:34]([CH2:35][O:36][CH2:37][CH2:38]4)[CH2:33]3)=[CH:22][C:23]=2[C:24]2[CH:29]=[CH:28][C:27]([F:30])=[CH:26][C:25]=2[CH3:31])[CH3:17])=[O:15])[CH:6]=[C:7]([C:9]([F:12])([F:11])[F:10])[CH:8]=1.Cl, predict the reaction product. The product is: [F:11][C:9]([F:10])([F:12])[C:7]1[CH:6]=[C:5]([C:13]([CH3:52])([CH3:51])[C:14]([N:16]([C:18]2[CH:19]=[N:20][C:21]([N:32]3[C@H:41]([CH2:42][OH:43])[CH2:40][N:39]4[C@H:34]([CH2:35][O:36][CH2:37][CH2:38]4)[CH2:33]3)=[CH:22][C:23]=2[C:24]2[CH:29]=[CH:28][C:27]([F:30])=[CH:26][C:25]=2[CH3:31])[CH3:17])=[O:15])[CH:4]=[C:3]([C:2]([F:1])([F:54])[F:53])[CH:8]=1. (2) Given the reactants [C:1]([OH:6])(=O)[C:2]([CH3:4])=[O:3].S(Cl)(Cl)=O.[C:11]([C:13]1[CH:19]=[CH:18][C:16]([NH2:17])=[CH:15][C:14]=1[C:20]([F:23])([F:22])[F:21])#[N:12], predict the reaction product. The product is: [C:11]([C:13]1[CH:19]=[CH:18][C:16]([NH:17][C:1](=[O:6])[C:2](=[O:3])[CH3:4])=[CH:15][C:14]=1[C:20]([F:21])([F:22])[F:23])#[N:12]. (3) Given the reactants [N:1]12[CH2:9][CH2:8][CH:5]([CH2:6][CH2:7]1)[N:4]([C:10]1[CH:15]=[CH:14][C:13]([NH2:16])=[CH:12][CH:11]=1)[CH2:3][CH2:2]2.[F:17][C:18]1[CH:26]=[CH:25][C:21]([C:22]([Cl:24])=[O:23])=[CH:20][CH:19]=1, predict the reaction product. The product is: [ClH:24].[N:1]12[CH2:9][CH2:8][CH:5]([CH2:6][CH2:7]1)[N:4]([C:10]1[CH:15]=[CH:14][C:13]([NH:16][C:22](=[O:23])[C:21]3[CH:25]=[CH:26][C:18]([F:17])=[CH:19][CH:20]=3)=[CH:12][CH:11]=1)[CH2:3][CH2:2]2. (4) Given the reactants Cl.[Cl:2][C:3]1[CH:4]=[C:5]([CH:9]2[CH2:13][C:12]3([CH2:18][CH2:17][NH:16][CH2:15][CH2:14]3)[O:11][CH2:10]2)[CH:6]=[CH:7][CH:8]=1.[CH3:19][C:20]([O:23][C:24](O[C:24]([O:23][C:20]([CH3:22])([CH3:21])[CH3:19])=[O:25])=[O:25])([CH3:22])[CH3:21].CCN(C(C)C)C(C)C.Cl, predict the reaction product. The product is: [Cl:2][C:3]1[CH:4]=[C:5]([CH:9]2[CH2:13][C:12]3([CH2:18][CH2:17][N:16]([C:24]([O:23][C:20]([CH3:22])([CH3:21])[CH3:19])=[O:25])[CH2:15][CH2:14]3)[O:11][CH2:10]2)[CH:6]=[CH:7][CH:8]=1. (5) The product is: [CH2:1]([N:8]1[C:12]([NH2:13])=[CH:14][C:15](=[O:16])[NH:11][C:9]1=[O:10])[C:2]1[CH:7]=[CH:6][CH:5]=[CH:4][CH:3]=1. Given the reactants [CH2:1]([NH:8][C:9]([NH2:11])=[O:10])[C:2]1[CH:7]=[CH:6][CH:5]=[CH:4][CH:3]=1.[C:12]([CH2:14][C:15](O)=[O:16])#[N:13].CC(OC(C)=O)=O, predict the reaction product. (6) Given the reactants [Cl:1][C:2]1[CH:3]=[C:4]([C:8]2[O:12][C:11]([C:13]([O:15]CC)=O)=[N:10][CH:9]=2)[CH:5]=[CH:6][CH:7]=1.[NH2:18][C@@H:19]1[CH:24]2[CH2:25][CH2:26][N:21]([CH2:22][CH2:23]2)[CH2:20]1.O.[C:28]1([CH3:38])[CH:33]=[CH:32][C:31]([S:34]([OH:37])(=[O:36])=[O:35])=[CH:30][CH:29]=1, predict the reaction product. The product is: [CH3:38][C:28]1[CH:29]=[CH:30][C:31]([S:34]([OH:37])(=[O:36])=[O:35])=[CH:32][CH:33]=1.[N:21]12[CH2:26][CH2:25][CH:24]([CH2:23][CH2:22]1)[C@@H:19]([NH:18][C:13]([C:11]1[O:12][C:8]([C:4]3[CH:5]=[CH:6][CH:7]=[C:2]([Cl:1])[CH:3]=3)=[CH:9][N:10]=1)=[O:15])[CH2:20]2.